This data is from Reaction yield outcomes from USPTO patents with 853,638 reactions. The task is: Predict the reaction yield, written as a fraction of the theoretical maximum amount of product (1.0 means a 100% yield; for example, 0.34 means a 34% yield). (1) The reactants are [Cl:1][C:2]1[C:3]([F:18])=[C:4](I)[C:5]([O:14][CH2:15][CH3:16])=[C:6]([C:8]2([CH3:13])[O:12][CH2:11][CH2:10][O:9]2)[CH:7]=1.CC1(C)C(C)(C)OB(/[CH:27]=[CH:28]/[C:29]([O:31][CH2:32][CH3:33])=[O:30])O1.C(=O)([O-])[O-].[K+].[K+].ClCCl. The catalyst is O1CCOCC1.O. The product is [Cl:1][C:2]1[C:3]([F:18])=[C:4](/[CH:27]=[CH:28]/[C:29]([O:31][CH2:32][CH3:33])=[O:30])[C:5]([O:14][CH2:15][CH3:16])=[C:6]([C:8]2([CH3:13])[O:12][CH2:11][CH2:10][O:9]2)[CH:7]=1. The yield is 0.960. (2) The reactants are [Br:1][C:2]1[C:3]([CH3:9])=[C:4]([NH2:8])[CH:5]=[N:6][CH:7]=1.O1CCCC1.C[Mg]Br.[O:18]1[CH2:23][CH2:22][CH:21]([C:24](OC)=[O:25])[CH2:20][CH2:19]1. The catalyst is C1(C)C=CC=CC=1.ClCCl. The product is [Br:1][C:2]1[C:3]([CH3:9])=[C:4]([NH:8][C:24]([CH:21]2[CH2:22][CH2:23][O:18][CH2:19][CH2:20]2)=[O:25])[CH:5]=[N:6][CH:7]=1. The yield is 0.260.